This data is from Peptide-MHC class I binding affinity with 185,985 pairs from IEDB/IMGT. The task is: Regression. Given a peptide amino acid sequence and an MHC pseudo amino acid sequence, predict their binding affinity value. This is MHC class I binding data. (1) The peptide sequence is FLPDTRFYV. The MHC is HLA-A02:03 with pseudo-sequence HLA-A02:03. The binding affinity (normalized) is 0.924. (2) The MHC is HLA-B15:03 with pseudo-sequence HLA-B15:03. The peptide sequence is TPGPGIRYPL. The binding affinity (normalized) is 0. (3) The peptide sequence is CYWPLNDYGF. The binding affinity (normalized) is 0.434. The MHC is Patr-A0701 with pseudo-sequence Patr-A0701. (4) The peptide sequence is CEKRLLLKL. The MHC is HLA-B07:02 with pseudo-sequence HLA-B07:02. The binding affinity (normalized) is 0.0847. (5) The peptide sequence is LMQDCAIKA. The MHC is HLA-A02:03 with pseudo-sequence HLA-A02:03. The binding affinity (normalized) is 0.458. (6) The peptide sequence is KGNDMPGGY. The MHC is HLA-A01:01 with pseudo-sequence HLA-A01:01. The binding affinity (normalized) is 0.114. (7) The peptide sequence is LADEGLNRR. The MHC is Patr-A0301 with pseudo-sequence Patr-A0301. The binding affinity (normalized) is 0.0598.